This data is from Forward reaction prediction with 1.9M reactions from USPTO patents (1976-2016). The task is: Predict the product of the given reaction. (1) Given the reactants [CH:1]1([CH2:4][O:5][C:6]2[CH:11]=[CH:10][C:9](I)=[CH:8][CH:7]=2)[CH2:3][CH2:2]1.C1COCC1.C(N(CC)CC)C.[CH3:25][Si:26]([C:29]#[CH:30])([CH3:28])[CH3:27], predict the reaction product. The product is: [CH:1]1([CH2:4][O:5][C:6]2[CH:11]=[CH:10][C:9]([C:30]#[C:29][Si:26]([CH3:28])([CH3:27])[CH3:25])=[CH:8][CH:7]=2)[CH2:3][CH2:2]1. (2) Given the reactants [Si]([N:8]1[CH2:12][CH2:11][CH:10]([CH2:13][C:14]([N:16]([C:19]2[C:20]([Cl:30])=[N:21][N:22]([C:24]3[CH:25]=[N:26][CH:27]=[CH:28][CH:29]=3)[CH:23]=2)[CH2:17][CH3:18])=[O:15])[C:9]1=[O:31])(C(C)(C)C)(C)C.[F-].C([N+](CCCC)(CCCC)CCCC)CCC, predict the reaction product. The product is: [Cl:30][C:20]1[C:19]([N:16]([CH2:17][CH3:18])[C:14](=[O:15])[CH2:13][CH:10]2[CH2:11][CH2:12][NH:8][C:9]2=[O:31])=[CH:23][N:22]([C:24]2[CH:25]=[N:26][CH:27]=[CH:28][CH:29]=2)[N:21]=1. (3) Given the reactants [F:1][C:2]1[CH:7]=[CH:6][CH:5]=[C:4]([OH:8])[C:3]=1B(O)O.C([O-])([O-])=O.[Na+].[Na+].C1(C)C=CC=CC=1.[Br:25][C:26]1[CH:31]=[CH:30][C:29]([F:32])=[C:28](I)[CH:27]=1, predict the reaction product. The product is: [Br:25][C:26]1[CH:27]=[CH:28][C:29]([F:32])=[C:30]([C:3]2[C:4]([OH:8])=[CH:5][CH:6]=[CH:7][C:2]=2[F:1])[CH:31]=1. (4) Given the reactants C(OC([NH:8][C:9]1[N:14]=[CH:13][C:12]([C:15]([NH:17][C:18](=[O:20])[OH:19])=[O:16])=[CH:11][CH:10]=1)=O)(C)(C)C.FC(F)(F)C(O)=O, predict the reaction product. The product is: [NH2:8][C:9]1[N:14]=[CH:13][C:12]([C:15]([NH:17][C:18](=[O:19])[OH:20])=[O:16])=[CH:11][CH:10]=1. (5) Given the reactants N#N.[NH2:3][C@H:4]1[CH2:9][CH2:8][C@H:7]([OH:10])[CH2:6][CH2:5]1.[C:11]([O:15][C:16](O[C:16]([O:15][C:11]([CH3:14])([CH3:13])[CH3:12])=[O:17])=[O:17])([CH3:14])([CH3:13])[CH3:12].O, predict the reaction product. The product is: [OH:10][C@H:7]1[CH2:8][CH2:9][C@H:4]([NH:3][C:16](=[O:17])[O:15][C:11]([CH3:14])([CH3:13])[CH3:12])[CH2:5][CH2:6]1. (6) Given the reactants Br[C:2]1[CH:3]=[CH:4][C:5]([O:25][CH3:26])=[C:6]([C:8]([C:10]2[CH:11]=[N:12][C:13]([NH:16][C:17]3[CH:22]=[CH:21][C:20]([F:23])=[CH:19][C:18]=3[F:24])=[CH:14][CH:15]=2)=[O:9])[CH:7]=1.C([Sn](CCCC)(CCCC)[C:32]1[CH:37]=[CH:36][CH:35]=[CH:34][N:33]=1)CCC, predict the reaction product. The product is: [F:24][C:18]1[CH:19]=[C:20]([F:23])[CH:21]=[CH:22][C:17]=1[NH:16][C:13]1[N:12]=[CH:11][C:10]([C:8]([C:6]2[CH:7]=[C:2]([C:32]3[CH:37]=[CH:36][CH:35]=[CH:34][N:33]=3)[CH:3]=[CH:4][C:5]=2[O:25][CH3:26])=[O:9])=[CH:15][CH:14]=1.